Predict which catalyst facilitates the given reaction. From a dataset of Catalyst prediction with 721,799 reactions and 888 catalyst types from USPTO. (1) Product: [Br:33][C:3]1[CH:4]=[C:5]([CH:31]=[CH:32][C:2]=1[N:1]=[C:40]1[S:39][S:38][N:37]=[C:36]1[Cl:35])[C:6]([NH:8][C:9]1[C:14]([CH3:15])=[CH:13][C:12]([C:16]([F:28])([C:21]([F:26])([F:27])[C:22]([F:23])([F:24])[F:25])[C:17]([F:19])([F:20])[F:18])=[CH:11][C:10]=1[CH2:29][CH3:30])=[O:7]. Reactant: [NH2:1][C:2]1[CH:32]=[CH:31][C:5]([C:6]([NH:8][C:9]2[C:14]([CH3:15])=[CH:13][C:12]([C:16]([F:28])([C:21]([F:27])([F:26])[C:22]([F:25])([F:24])[F:23])[C:17]([F:20])([F:19])[F:18])=[CH:11][C:10]=2[CH2:29][CH3:30])=[O:7])=[CH:4][C:3]=1[Br:33].[Cl-].[Cl:35][C:36]1[C:40](Cl)=[S+:39][S:38][N:37]=1.N1C=CC=CC=1. The catalyst class is: 217. (2) Reactant: ClCCl.C(O)(=O)C.C(OC([N:15]1[CH2:20][CH2:19][CH2:18][C@H:17]([O:21][C:22]2[CH:23]=[C:24]3[C:29](=[CH:30][CH:31]=2)[C:28](=[O:32])[NH:27][CH:26]=[C:25]3[Br:33])[CH2:16]1)=O)(C)(C)C. Product: [Br:33][C:25]1[C:24]2[C:29](=[CH:30][CH:31]=[C:22]([O:21][C@H:17]3[CH2:18][CH2:19][CH2:20][NH:15][CH2:16]3)[CH:23]=2)[C:28](=[O:32])[NH:27][CH:26]=1. The catalyst class is: 5. (3) The catalyst class is: 7. Reactant: C(NC(C)C)(C)C.C([Li])CCC.CCCCCC.[Br:19][C:20]1[CH:21]=[N:22][CH:23]=[C:24]([F:26])[CH:25]=1.[Cl:27]C(Cl)(Cl)C(Cl)(Cl)Cl. Product: [Br:19][C:20]1[CH:21]=[N:22][CH:23]=[C:24]([F:26])[C:25]=1[Cl:27].